From a dataset of Full USPTO retrosynthesis dataset with 1.9M reactions from patents (1976-2016). Predict the reactants needed to synthesize the given product. (1) Given the product [F:1][C:2]1[CH:3]=[C:4]([C:8]2[C:17]3[C:12](=[CH:13][CH:14]=[C:15]([O:18][CH3:19])[CH:16]=3)[C:11]([NH:20][CH2:21][CH2:28][CH2:29][OH:30])=[N:10][C:9]=2[C:24]#[N:25])[CH:5]=[CH:6][CH:7]=1, predict the reactants needed to synthesize it. The reactants are: [F:1][C:2]1[CH:3]=[C:4]([C:8]2[C:17]3[C:12](=[CH:13][CH:14]=[C:15]([O:18][CH3:19])[CH:16]=3)[C:11]([NH:20][CH2:21]CO)=[N:10][C:9]=2[C:24]#[N:25])[CH:5]=[CH:6][CH:7]=1.NC[CH2:28][CH2:29][OH:30]. (2) Given the product [Br:1][CH2:2][CH2:3][C:4]1[C:15]2[C:16]([O:24][CH3:23])([O:18][CH3:26])[C:19]3[C:9](=[CH:10][CH:11]=[CH:12][CH:13]=3)[C:8]=2[CH:7]=[CH:6][CH:5]=1, predict the reactants needed to synthesize it. The reactants are: [Br:1][C:2]1C=[CH:13][C:12]2[C:11]3[C:6](=[CH:7][CH:8]=[CH:9][CH:10]=3)[CH2:5][C:4]=2[CH:3]=1.[CH3:15][C:16]([CH3:19])([O-:18])C.[K+].BrC[CH2:23][O:24]C.[CH3:26]N(C)C=O. (3) Given the product [C:16]1([CH3:20])[CH:17]=[CH:18][CH:19]=[C:14]([C:13]2[O:12][CH:11]=[N:10][C:9]=2[C:7]([NH:6][C:4]2[CH:5]=[N:1][N:2]([CH2:22][CH:23]3[CH2:27][CH2:26][CH2:25][N:24]3[C:28]([O:30][C:31]([CH3:32])([CH3:34])[CH3:33])=[O:29])[CH:3]=2)=[O:8])[CH:15]=1, predict the reactants needed to synthesize it. The reactants are: [NH:1]1[CH:5]=[C:4]([NH:6][C:7]([C:9]2[N:10]=[CH:11][O:12][C:13]=2[C:14]2[CH:15]=[C:16]([CH3:20])[CH:17]=[CH:18][CH:19]=2)=[O:8])[CH:3]=[N:2]1.Br[CH2:22][CH:23]1[CH2:27][CH2:26][CH2:25][N:24]1[C:28]([O:30][C:31]([CH3:34])([CH3:33])[CH3:32])=[O:29].C([O-])([O-])=O.[K+].[K+]. (4) Given the product [C:27]1([C:30]2[CH:31]=[CH:32][CH:33]=[CH:34][CH:35]=2)[CH:26]=[CH:25][C:24]([CH2:23][CH:1]([N:8]2[C:12]3[CH:13]=[CH:14][CH:15]=[CH:16][C:11]=3[N:10]=[N:9]2)[C:2]2[CH:3]=[CH:4][CH:5]=[CH:6][CH:7]=2)=[CH:29][CH:28]=1, predict the reactants needed to synthesize it. The reactants are: [CH2:1]([N:8]1[C:12]2[CH:13]=[CH:14][CH:15]=[CH:16][C:11]=2[N:10]=[N:9]1)[C:2]1[CH:7]=[CH:6][CH:5]=[CH:4][CH:3]=1.C([Li])CCC.Br[CH2:23][C:24]1[CH:29]=[CH:28][C:27]([C:30]2[CH:35]=[CH:34][CH:33]=[CH:32][CH:31]=2)=[CH:26][CH:25]=1. (5) Given the product [C:41]1([CH:47]=[CH:48][C:17]2[CH:18]=[CH:19][C:14]3[S:13][C:12]4=[C:21]([C:22]#[C:23][Si:24]([CH2:29][CH3:30])([CH2:25][CH3:26])[CH2:27][CH3:28])[C:7]5[C:6]6[CH:40]=[C:2]([CH:21]=[CH:7][C:6]7[CH:40]=[CH:2][CH:3]=[CH:4][CH:5]=7)[CH:3]=[CH:4][C:5]=6[S:9][C:8]=5[C:10]([C:31]#[C:32][Si:33]([CH2:36][CH3:37])([CH2:34][CH3:35])[CH2:38][CH3:39])=[C:11]4[C:15]=3[CH:16]=2)[CH:46]=[CH:45][CH:44]=[CH:43][CH:42]=1, predict the reactants needed to synthesize it. The reactants are: Br[C:2]1[CH:3]=[CH:4][C:5]2[S:9][C:8]3=[C:10]([C:31]#[C:32][Si:33]([CH2:38][CH3:39])([CH2:36][CH3:37])[CH2:34][CH3:35])[C:11]4[C:15]5[CH:16]=[C:17](Br)[CH:18]=[CH:19][C:14]=5[S:13][C:12]=4[C:21]([C:22]#[C:23][Si:24]([CH2:29][CH3:30])([CH2:27][CH3:28])[CH2:25][CH3:26])=[C:7]3[C:6]=2[CH:40]=1.[C:41]1(/[CH:47]=[CH:48]/B(O)O)[CH:46]=[CH:45][CH:44]=[CH:43][CH:42]=1.C(=O)([O-])[O-].[K+].[K+]. (6) Given the product [CH2:1]([N:8]1[C:16]2[C:11](=[C:12]([O:17][CH2:18][C:19]([OH:21])=[O:20])[CH:13]=[CH:14][CH:15]=2)[C:10]([C:24](=[O:28])[C:25]([OH:27])=[O:26])=[C:9]1[CH3:29])[C:2]1[CH:7]=[CH:6][CH:5]=[CH:4][CH:3]=1, predict the reactants needed to synthesize it. The reactants are: [CH2:1]([N:8]1[C:16]2[C:11](=[C:12]([O:17][CH2:18][C:19]([O:21]CC)=[O:20])[CH:13]=[CH:14][CH:15]=2)[C:10]([C:24](=[O:28])[C:25]([OH:27])=[O:26])=[C:9]1[CH3:29])[C:2]1[CH:7]=[CH:6][CH:5]=[CH:4][CH:3]=1.[Li+].[OH-]. (7) Given the product [F:18][C:15]([F:16])([F:17])[C:11]1[CH:10]=[C:6]([C:7]([OH:9])=[O:8])[C:5]2[NH:4][CH:1]=[N:14][C:13]=2[CH:12]=1, predict the reactants needed to synthesize it. The reactants are: [CH:1](O)=O.[NH2:4][C:5]1[C:13]([NH2:14])=[CH:12][C:11]([C:15]([F:18])([F:17])[F:16])=[CH:10][C:6]=1[C:7]([OH:9])=[O:8]. (8) The reactants are: [C-:1]#[N:2].[Na+].[NH2:4][C:5]1[CH:10]=[CH:9][C:8]([CH3:11])=[CH:7][CH:6]=1.[CH3:12][C:13]([CH3:15])=O.C(OCC)(=O)C. Given the product [CH3:12][C:13]([NH:4][C:5]1[CH:10]=[CH:9][C:8]([CH3:11])=[CH:7][CH:6]=1)([CH3:15])[C:1]#[N:2], predict the reactants needed to synthesize it.